This data is from NCI-60 drug combinations with 297,098 pairs across 59 cell lines. The task is: Regression. Given two drug SMILES strings and cell line genomic features, predict the synergy score measuring deviation from expected non-interaction effect. Drug 1: CC1=CC=C(C=C1)C2=CC(=NN2C3=CC=C(C=C3)S(=O)(=O)N)C(F)(F)F. Drug 2: B(C(CC(C)C)NC(=O)C(CC1=CC=CC=C1)NC(=O)C2=NC=CN=C2)(O)O. Cell line: M14. Synergy scores: CSS=38.1, Synergy_ZIP=3.12, Synergy_Bliss=3.57, Synergy_Loewe=-57.1, Synergy_HSA=-1.11.